Dataset: Peptide-MHC class I binding affinity with 185,985 pairs from IEDB/IMGT. Task: Regression. Given a peptide amino acid sequence and an MHC pseudo amino acid sequence, predict their binding affinity value. This is MHC class I binding data. The peptide sequence is QYPAFVLFI. The MHC is HLA-A24:03 with pseudo-sequence HLA-A24:03. The binding affinity (normalized) is 0.938.